This data is from NCI-60 drug combinations with 297,098 pairs across 59 cell lines. The task is: Regression. Given two drug SMILES strings and cell line genomic features, predict the synergy score measuring deviation from expected non-interaction effect. (1) Drug 1: C1CCN(CC1)CCOC2=CC=C(C=C2)C(=O)C3=C(SC4=C3C=CC(=C4)O)C5=CC=C(C=C5)O. Synergy scores: CSS=2.88, Synergy_ZIP=-1.05, Synergy_Bliss=2.02, Synergy_Loewe=-3.81, Synergy_HSA=-2.39. Cell line: SK-MEL-28. Drug 2: CC(CN1CC(=O)NC(=O)C1)N2CC(=O)NC(=O)C2. (2) Drug 1: C1CC(C1)(C(=O)O)C(=O)O.[NH2-].[NH2-].[Pt+2]. Drug 2: C1=NNC2=C1C(=O)NC=N2. Cell line: DU-145. Synergy scores: CSS=7.19, Synergy_ZIP=0.0869, Synergy_Bliss=6.10, Synergy_Loewe=0.736, Synergy_HSA=1.04. (3) Drug 1: CCC1=CC2CC(C3=C(CN(C2)C1)C4=CC=CC=C4N3)(C5=C(C=C6C(=C5)C78CCN9C7C(C=CC9)(C(C(C8N6C)(C(=O)OC)O)OC(=O)C)CC)OC)C(=O)OC.C(C(C(=O)O)O)(C(=O)O)O. Drug 2: CCC1=C2CN3C(=CC4=C(C3=O)COC(=O)C4(CC)O)C2=NC5=C1C=C(C=C5)O. Cell line: OVCAR-4. Synergy scores: CSS=14.5, Synergy_ZIP=-7.93, Synergy_Bliss=-6.09, Synergy_Loewe=-4.74, Synergy_HSA=-5.03. (4) Drug 1: COC1=NC(=NC2=C1N=CN2C3C(C(C(O3)CO)O)O)N. Drug 2: CCN(CC)CCCC(C)NC1=C2C=C(C=CC2=NC3=C1C=CC(=C3)Cl)OC. Cell line: DU-145. Synergy scores: CSS=23.9, Synergy_ZIP=0.101, Synergy_Bliss=6.56, Synergy_Loewe=-18.0, Synergy_HSA=4.15. (5) Drug 1: CC1=C(C(CCC1)(C)C)C=CC(=CC=CC(=CC(=O)O)C)C. Drug 2: CN(C(=O)NC(C=O)C(C(C(CO)O)O)O)N=O. Cell line: A549. Synergy scores: CSS=17.6, Synergy_ZIP=-3.01, Synergy_Bliss=1.55, Synergy_Loewe=-33.5, Synergy_HSA=-0.110. (6) Drug 1: C1C(C(OC1N2C=C(C(=O)NC2=O)F)CO)O. Drug 2: CCCCC(=O)OCC(=O)C1(CC(C2=C(C1)C(=C3C(=C2O)C(=O)C4=C(C3=O)C=CC=C4OC)O)OC5CC(C(C(O5)C)O)NC(=O)C(F)(F)F)O. Cell line: RXF 393. Synergy scores: CSS=32.3, Synergy_ZIP=0.549, Synergy_Bliss=2.08, Synergy_Loewe=0.0857, Synergy_HSA=1.67. (7) Drug 1: C1CCC(CC1)NC(=O)N(CCCl)N=O. Drug 2: CS(=O)(=O)OCCCCOS(=O)(=O)C. Cell line: HT29. Synergy scores: CSS=5.00, Synergy_ZIP=0.0343, Synergy_Bliss=5.20, Synergy_Loewe=-4.35, Synergy_HSA=2.05. (8) Drug 1: CS(=O)(=O)CCNCC1=CC=C(O1)C2=CC3=C(C=C2)N=CN=C3NC4=CC(=C(C=C4)OCC5=CC(=CC=C5)F)Cl. Drug 2: C(CN)CNCCSP(=O)(O)O. Cell line: A549. Synergy scores: CSS=9.91, Synergy_ZIP=-4.80, Synergy_Bliss=-2.43, Synergy_Loewe=-9.99, Synergy_HSA=-0.885.